This data is from Catalyst prediction with 721,799 reactions and 888 catalyst types from USPTO. The task is: Predict which catalyst facilitates the given reaction. (1) Reactant: [NH2:1][C:2]1[CH:3]=[C:4]2[C:8](=[CH:9][C:10]=1[F:11])[C:7](=O)[C:6]([CH2:19][CH2:20][CH2:21][CH3:22])([CH2:13][CH2:14][C:15](=[O:18])[CH2:16][CH3:17])[CH2:5]2.C(O)(=O)C.Cl.C([O-])(O)=O.[Na+]. Product: [NH2:1][C:2]1[CH:3]=[C:4]2[C:8]([C:7]3[C:6]([CH2:19][CH2:20][CH2:21][CH3:22])([CH2:5]2)[CH2:13][CH2:14][C:15](=[O:18])[C:16]=3[CH3:17])=[CH:9][C:10]=1[F:11]. The catalyst class is: 2. (2) Reactant: [CH2:1]([C:3]([C:26]1[CH:31]=[CH:30][C:29](B2OC(C)(C)C(C)(C)O2)=[C:28]([CH3:41])[CH:27]=1)([C:6]1[CH:11]=[CH:10][C:9]([C:12]#[C:13][C:14]2([O:20][Si:21]([CH3:24])([CH3:23])[CH3:22])[CH2:19][CH2:18][CH2:17][CH2:16][CH2:15]2)=[C:8]([CH3:25])[CH:7]=1)[CH2:4][CH3:5])[CH3:2].[CH3:42][O:43][C:44](=[O:53])[CH2:45][C:46]1[CH:47]=[N:48][CH:49]=[C:50](Br)[CH:51]=1.P([O-])([O-])([O-])=O.[K+].[K+].[K+]. Product: [CH3:42][O:43][C:44](=[O:53])[CH2:45][C:46]1[CH:47]=[N:48][CH:49]=[C:50]([C:29]2[CH:30]=[CH:31][C:26]([C:3]([CH2:4][CH3:5])([C:6]3[CH:11]=[CH:10][C:9]([C:12]#[C:13][C:14]4([O:20][Si:21]([CH3:23])([CH3:24])[CH3:22])[CH2:19][CH2:18][CH2:17][CH2:16][CH2:15]4)=[C:8]([CH3:25])[CH:7]=3)[CH2:1][CH3:2])=[CH:27][C:28]=2[CH3:41])[CH:51]=1. The catalyst class is: 9. (3) Reactant: [OH:1][C:2]1[CH:7]=[CH:6][C:5]([C:8]2[CH2:14][C@H:13]3[N:10]([C:11](=[O:25])[C@@H:12]3[C@H:15]([O:17][Si:18]([CH2:23][CH3:24])([CH2:21][CH3:22])[CH2:19][CH3:20])[CH3:16])[C:9]=2[C:26]([O:28][CH2:29][C:30]2[CH:35]=[CH:34][C:33]([N+:36]([O-:38])=[O:37])=[CH:32][CH:31]=2)=[O:27])=[CH:4][CH:3]=1.N1C=CC=CC=1.ClC(Cl)(Cl)[C:47]([N:49]=C=O)=[O:48].C(OCC)(=O)C. Product: [NH2:49][C:47]([O:1][C:2]1[CH:7]=[CH:6][C:5]([C:8]2[CH2:14][C@H:13]3[N:10]([C:11](=[O:25])[C@@H:12]3[C@H:15]([O:17][Si:18]([CH2:23][CH3:24])([CH2:21][CH3:22])[CH2:19][CH3:20])[CH3:16])[C:9]=2[C:26]([O:28][CH2:29][C:30]2[CH:35]=[CH:34][C:33]([N+:36]([O-:38])=[O:37])=[CH:32][CH:31]=2)=[O:27])=[CH:4][CH:3]=1)=[O:48]. The catalyst class is: 4. (4) Product: [Cl:1][C:2]1[CH:10]=[C:9]([CH:8]=[CH:7][C:3]=1[C:4]([N:60]1[CH2:61][CH2:62][N:57]([CH3:56])[C:58](=[O:63])[CH2:59]1)=[O:6])[C:11]([NH:12][CH2:13][C:14]1[NH:18][C:17]2[CH:19]=[CH:20][C:21]([Cl:23])=[CH:22][C:16]=2[N:15]=1)=[O:24]. The catalyst class is: 9. Reactant: [Cl:1][C:2]1[CH:10]=[C:9]([C:11](=[O:24])[NH:12][CH2:13][C:14]2[NH:15][C:16]3[CH:22]=[C:21]([Cl:23])[CH:20]=[CH:19][C:17]=3[N:18]=2)[CH:8]=[CH:7][C:3]=1[C:4]([OH:6])=O.CN(C(ON1N=NC2C=CC=CC1=2)=[N+](C)C)C.[B-](F)(F)(F)F.C(N(C(C)C)CC)(C)C.[CH3:56][N:57]1[CH2:62][CH2:61][NH:60][CH2:59][C:58]1=[O:63]. (5) Reactant: [OH:1][C:2]1[CH:7]=[CH:6][C:5]([N+:8]([O-:10])=[O:9])=[CH:4][C:3]=1[C:11](=[O:14])[CH2:12][CH3:13].[CH:15]([C:18]1[CH:25]=[CH:24][C:21]([CH2:22]O)=[CH:20][CH:19]=1)([CH3:17])[CH3:16].C1CCN(C(/N=N/C(N2CCCCC2)=O)=O)CC1.C1(P(C2C=CC=CC=2)C2C=CC=CC=2)C=CC=CC=1. Product: [CH:15]([C:18]1[CH:25]=[CH:24][C:21]([CH2:22][O:1][C:2]2[CH:7]=[CH:6][C:5]([N+:8]([O-:10])=[O:9])=[CH:4][C:3]=2[C:11](=[O:14])[CH2:12][CH3:13])=[CH:20][CH:19]=1)([CH3:17])[CH3:16]. The catalyst class is: 93. (6) Reactant: [Br:1][C:2]1[CH:3]=[C:4]2[C:9](=[CH:10][CH:11]=1)[N:8]([CH3:12])[CH:7]=[C:6]([N+:13]([O-])=O)[C:5]2=[O:16].O.NN. Product: [NH2:13][C:6]1[C:5](=[O:16])[C:4]2[C:9](=[CH:10][CH:11]=[C:2]([Br:1])[CH:3]=2)[N:8]([CH3:12])[CH:7]=1. The catalyst class is: 227. (7) Reactant: [CH3:1][C:2]1[C:6]([C:7]2[CH:19]=[C:18]3[C:10]([C:11]4[CH:12]=[C:13]([C:20]([O:22]CC)=[O:21])[CH:14]=[CH:15][C:16]=4[NH:17]3)=[C:9]([C:25](=[O:28])[NH:26][CH3:27])[CH:8]=2)=[C:5]([CH3:29])[O:4][N:3]=1.[OH-].[Na+]. Product: [CH3:1][C:2]1[C:6]([C:7]2[CH:19]=[C:18]3[C:10]([C:11]4[CH:12]=[C:13]([C:20]([OH:22])=[O:21])[CH:14]=[CH:15][C:16]=4[NH:17]3)=[C:9]([C:25](=[O:28])[NH:26][CH3:27])[CH:8]=2)=[C:5]([CH3:29])[O:4][N:3]=1. The catalyst class is: 36. (8) Reactant: CO[C:3]([C:5]1([C:9]#[N:10])[CH2:8][CH2:7][CH2:6]1)=[O:4].CO.[CH2:13]([NH2:16])[CH2:14][NH2:15].Cl. Product: [NH2:15][CH2:14][CH2:13][NH:16][C:3]([C:5]1([C:9]#[N:10])[CH2:8][CH2:7][CH2:6]1)=[O:4]. The catalyst class is: 6. (9) Product: [NH:1]([CH2:12][CH:14]([CH2:24][C:25]1[CH:26]=[CH:27][C:28]([C:8]([O:11][CH3:35])=[O:10])=[CH:29][CH:30]=1)[CH2:15][CH2:16][CH2:17][CH2:18][C:19]([O:21][CH3:22])=[O:20])[C:2]1[CH:7]=[CH:6][CH:5]=[CH:4][CH:3]=1. Reactant: [NH2:1][C:2]1[CH:7]=[CH:6][CH:5]=[CH:4][CH:3]=1.[C:8]([OH:11])(=[O:10])C.[CH:12]([CH:14]([CH2:24][CH:25]1[CH:30]=[CH:29][C:28](OC)=[CH:27][C:26]1=C=O)[CH2:15][CH2:16][CH2:17][CH2:18][C:19]([O:21][CH2:22]C)=[O:20])=O.[C:35](O[BH-](OC(=O)C)OC(=O)C)(=O)C.[Na+]. The catalyst class is: 46.